This data is from Forward reaction prediction with 1.9M reactions from USPTO patents (1976-2016). The task is: Predict the product of the given reaction. Given the reactants [NH2:1][N:2]1[CH2:7][CH2:6][N:5]([CH3:8])[CH2:4][CH2:3]1.[F:9][C:10]1[CH:15]=[CH:14][C:13]([NH:16][C:17]2[N:22]=[C:21]([C:23]3[CH:24]=[N:25][CH:26]=[CH:27][CH:28]=3)[CH:20]=[CH:19][N:18]=2)=[CH:12][C:11]=1[NH:29][C:30](=[O:39])[C:31]1[CH:36]=[CH:35][C:34]([CH2:37]Cl)=[CH:33][CH:32]=1, predict the reaction product. The product is: [CH3:8][N:5]1[CH2:6][CH2:7][N:2]([NH:1][CH2:37][C:34]2[CH:33]=[CH:32][C:31]([C:30]([NH:29][C:11]3[CH:12]=[C:13]([NH:16][C:17]4[N:22]=[C:21]([C:23]5[CH:24]=[N:25][CH:26]=[CH:27][CH:28]=5)[CH:20]=[CH:19][N:18]=4)[CH:14]=[CH:15][C:10]=3[F:9])=[O:39])=[CH:36][CH:35]=2)[CH2:3][CH2:4]1.